Task: Predict the reactants needed to synthesize the given product.. Dataset: Full USPTO retrosynthesis dataset with 1.9M reactions from patents (1976-2016) (1) Given the product [N:19]([CH2:18][CH2:17][O:16][CH2:15][CH2:14][O:13][CH2:12][CH:11]([O:22][C:23]([N:25]1[CH:29]=[CH:28][N:27]=[CH:26]1)=[O:24])[CH2:10][O:9][CH2:8][CH2:7][O:6][CH2:5][CH2:4][N:1]=[N+:2]=[N-:3])=[N+:20]=[N-:21], predict the reactants needed to synthesize it. The reactants are: [N:1]([CH2:4][CH2:5][O:6][CH2:7][CH2:8][O:9][CH2:10][CH:11]([OH:22])[CH2:12][O:13][CH2:14][CH2:15][O:16][CH2:17][CH2:18][N:19]=[N+:20]=[N-:21])=[N+:2]=[N-:3].[C:23](N1C=CN=C1)([N:25]1[CH:29]=[CH:28][N:27]=[CH:26]1)=[O:24]. (2) Given the product [CH3:14][N:11]1[CH2:12][CH2:13][NH:8][CH:9]([CH2:15][NH:16][C:17](=[O:22])[C:18]([F:21])([F:19])[F:20])[CH2:10]1, predict the reactants needed to synthesize it. The reactants are: C([N:8]1[CH2:13][CH2:12][N:11]([CH3:14])[CH2:10][CH:9]1[CH2:15][NH:16][C:17](=[O:22])[C:18]([F:21])([F:20])[F:19])C1C=CC=CC=1. (3) The reactants are: Cl[C:2]1[CH:3]=[CH:4][C:5]2[N:11]3[CH2:12][C@H:8]([CH2:9][CH2:10]3)[N:7]([C:13]([NH:15][C:16]3[CH:17]=[N:18][CH:19]=[CH:20][CH:21]=3)=[O:14])[C:6]=2[N:22]=1.P([O-])([O-])([O-])=O.[K+].[K+].[K+].[CH3:31][N:32]1[CH:37]=[CH:36][C:35](B(O)O)=[CH:34][C:33]1=[O:41].CC(C1C=C(C(C)C)C(C2C=CC=CC=2P(C2CCCCC2)C2CCCCC2)=C(C(C)C)C=1)C. Given the product [CH3:31][N:32]1[CH:37]=[CH:36][C:35]([C:2]2[CH:3]=[CH:4][C:5]3[N:11]4[CH2:12][C@H:8]([CH2:9][CH2:10]4)[N:7]([C:13]([NH:15][C:16]4[CH:17]=[N:18][CH:19]=[CH:20][CH:21]=4)=[O:14])[C:6]=3[N:22]=2)=[CH:34][C:33]1=[O:41], predict the reactants needed to synthesize it. (4) Given the product [Cl:16][C:9]1[C:10]([F:15])=[CH:11][C:12]([CH2:13][O:14][CH3:2])=[C:7]([Cl:6])[N:8]=1, predict the reactants needed to synthesize it. The reactants are: O1CCC[CH2:2]1.[Cl:6][C:7]1[C:12]([CH2:13][OH:14])=[CH:11][C:10]([F:15])=[C:9]([Cl:16])[N:8]=1.[H-].[Na+].COCCl. (5) Given the product [Cl:21][C:22]1[CH:27]=[C:26]2[C:25](=[CH:24][CH:23]=1)[N:28]([CH2:30][CH2:31][CH2:32][C:33]1[CH:38]=[CH:37][CH:36]=[CH:35][CH:34]=1)[C:64]1[CH2:69][N:57]([CH3:58])[CH2:61][CH2:62][C:63]2=1, predict the reactants needed to synthesize it. The reactants are: Cl.ClC1C=CC(NN)=CC=1.BrCCCC1C=CC=CC=1.[Cl:21][C:22]1[CH:27]=[CH:26][C:25]([N:28]([CH2:30][CH2:31][CH2:32][C:33]2[CH:38]=[CH:37][CH:36]=[CH:35][CH:34]=2)N)=[CH:24][CH:23]=1.C(OC(OCC)CCCNC)C.ClC1C=C2[C:58](=CC=1)[N:57]([CH2:61][CH2:62][CH2:63][C:64]1[CH:69]=CC=CC=1)C=C2CCNC.C=O.C(O)(C(F)(F)F)=O.